This data is from Reaction yield outcomes from USPTO patents with 853,638 reactions. The task is: Predict the reaction yield, written as a fraction of the theoretical maximum amount of product (1.0 means a 100% yield; for example, 0.34 means a 34% yield). (1) The reactants are [CH3:1][O:2][C:3]1[C:11]2[C:6](=[N:7][CH:8]=[C:9]([NH2:12])[CH:10]=2)[N:5]([CH2:13][C:14]2[CH:19]=[CH:18][C:17]([O:20][CH3:21])=[CH:16][CH:15]=2)[N:4]=1.[Cl:22][C:23]1[C:28]([C:29](O)=[O:30])=[C:27]([F:32])[C:26]([NH:33][S:34]([CH2:37][CH2:38][CH2:39][O:40][C:41]2[CH:46]=[CH:45][C:44]([O:47][CH3:48])=[CH:43][CH:42]=2)(=[O:36])=[O:35])=[CH:25][CH:24]=1.Cl.C(N=C=NCCCN(C)C)C.O.N1(O)C2C=CC=CC=2N=N1.C(N(C(C)C)C(C)C)C. The catalyst is C(Cl)Cl. The product is [Cl:22][C:23]1[C:28]([C:29]([NH:12][C:9]2[CH:10]=[C:11]3[C:3]([O:2][CH3:1])=[N:4][N:5]([CH2:13][C:14]4[CH:19]=[CH:18][C:17]([O:20][CH3:21])=[CH:16][CH:15]=4)[C:6]3=[N:7][CH:8]=2)=[O:30])=[C:27]([F:32])[C:26]([NH:33][S:34]([CH2:37][CH2:38][CH2:39][O:40][C:41]2[CH:42]=[CH:43][C:44]([O:47][CH3:48])=[CH:45][CH:46]=2)(=[O:36])=[O:35])=[CH:25][CH:24]=1. The yield is 0.771. (2) The reactants are I[C:2]1[CH:7]=[CH:6][CH:5]=[CH:4][C:3]=1[N+:8]([O-])=O.[NH:11]1[CH2:16][CH2:15][CH2:14][CH2:13][C:12]1=O.CNCCN. The yield is 0.750. No catalyst specified. The product is [CH2:16]1[N:11]2[C:2]3[CH:7]=[CH:6][CH:5]=[CH:4][C:3]=3[N:8]=[C:12]2[CH2:13][CH2:14][CH2:15]1. (3) The reactants are [F:1][C:2]([F:34])([F:33])[CH:3]([C:24]1[CH:29]=[C:28]([Cl:30])[C:27]([Cl:31])=[C:26]([Cl:32])[CH:25]=1)/[CH:4]=[CH:5]/[C:6]1[CH:23]=[CH:22][C:9]([O:10][N:11]2C(=O)C3C(=CC=CC=3)C2=O)=[CH:8][CH:7]=1.O.NN. The catalyst is CCO. The product is [F:34][C:2]([F:1])([F:33])[CH:3]([C:24]1[CH:25]=[C:26]([Cl:32])[C:27]([Cl:31])=[C:28]([Cl:30])[CH:29]=1)/[CH:4]=[CH:5]/[C:6]1[CH:23]=[CH:22][C:9]([O:10][NH2:11])=[CH:8][CH:7]=1. The yield is 0.530. (4) The reactants are [C:1]([N:9]=[C:10]=[S:11])(=[O:8])[C:2]1[CH:7]=[CH:6][CH:5]=[CH:4][CH:3]=1.[NH2:12][CH2:13][CH2:14][CH2:15][Si:16]([O:21][CH3:22])([O:19][CH3:20])[O:17][CH3:18]. The catalyst is ClCCl. The product is [CH2:15]([Si:16]([O:21][CH3:22])([O:19][CH3:20])[O:17][CH3:18])[CH2:14][CH3:13].[C:1]([NH:9][C:10]([NH2:12])=[S:11])(=[O:8])[C:2]1[CH:7]=[CH:6][CH:5]=[CH:4][CH:3]=1. The yield is 0.970. (5) The reactants are Br[C:2]1[CH:3]=[C:4]([CH:23]=[CH:24][CH:25]=1)[CH2:5][O:6][C:7]1[CH:12]=[CH:11][C:10]([C:13]2([CH2:17][C:18]([O:20][CH2:21][CH3:22])=[O:19])[CH2:16][O:15][CH2:14]2)=[CH:9][CH:8]=1.[OH:26][C:27]1[CH:32]=[CH:31][C:30](B(O)O)=[CH:29][CH:28]=1.C(=O)([O-])[O-].[Na+].[Na+]. The catalyst is CN(C=O)C.C(OCC)(=O)C.O.Cl[Pd](Cl)([P](C1C=CC=CC=1)(C1C=CC=CC=1)C1C=CC=CC=1)[P](C1C=CC=CC=1)(C1C=CC=CC=1)C1C=CC=CC=1. The product is [OH:26][C:27]1[CH:32]=[CH:31][C:30]([C:2]2[CH:25]=[CH:24][CH:23]=[C:4]([CH2:5][O:6][C:7]3[CH:8]=[CH:9][C:10]([C:13]4([CH2:17][C:18]([O:20][CH2:21][CH3:22])=[O:19])[CH2:16][O:15][CH2:14]4)=[CH:11][CH:12]=3)[CH:3]=2)=[CH:29][CH:28]=1. The yield is 0.360. (6) The reactants are [Cl:1][C:2]1[CH:22]=[C:21]([Cl:23])[CH:20]=[CH:19][C:3]=1[CH2:4][NH:5][C:6]([C:8]1[S:12][C:11]([CH2:13][OH:14])=[N:10][C:9]=1[O:15][CH:16]([CH3:18])[CH3:17])=[O:7].O[C:25]1[C:30]([O:31][CH3:32])=[CH:29][CH:28]=[CH:27][C:26]=1[CH2:33][C:34]([O:36]C)=[O:35].C(P(CCCC)CCCC)CCC.N(C(N1CCCCC1)=O)=NC(N1CCCCC1)=O. The catalyst is O1CCCC1. The product is [Cl:1][C:2]1[CH:22]=[C:21]([Cl:23])[CH:20]=[CH:19][C:3]=1[CH2:4][NH:5][C:6]([C:8]1[S:12][C:11]([CH2:13][O:14][C:25]2[C:30]([O:31][CH3:32])=[CH:29][CH:28]=[CH:27][C:26]=2[CH2:33][C:34]([OH:36])=[O:35])=[N:10][C:9]=1[O:15][CH:16]([CH3:18])[CH3:17])=[O:7]. The yield is 0.260. (7) The reactants are [N:1]1[CH:6]=[CH:5][N:4]=[CH:3][C:2]=1[NH:7][C:8]([N:10]1[CH2:13][CH:12]([O:14][C:15]2[CH:20]=[CH:19][C:18](Br)=[CH:17][N:16]=2)[CH2:11]1)=[O:9].[F:22][C:23]1[CH:28]=[CH:27][CH:26]=[CH:25][C:24]=1B(O)O.C(=O)([O-])[O-].[K+].[K+].C(Cl)Cl. The catalyst is C(OCC)(=O)C.C1COCC1.O. The product is [N:1]1[CH:6]=[CH:5][N:4]=[CH:3][C:2]=1[NH:7][C:8]([N:10]1[CH2:13][CH:12]([O:14][C:15]2[CH:20]=[CH:19][C:18]([C:24]3[CH:25]=[CH:26][CH:27]=[CH:28][C:23]=3[F:22])=[CH:17][N:16]=2)[CH2:11]1)=[O:9]. The yield is 0.640. (8) The reactants are [CH3:1][O:2][C:3]1[CH:4]=[C:5]([CH:23]=[CH:24][C:25]=1[O:26][CH3:27])[O:6][CH2:7][CH2:8][NH:9][C:10](=O)[CH2:11][C:12]1[CH:17]=[CH:16][C:15]([O:18][CH3:19])=[C:14]([O:20][CH3:21])[CH:13]=1.O=P(Cl)(Cl)Cl.[BH4-].[Na+].O. The catalyst is CC#N.C(Cl)Cl.CO. The product is [CH3:21][O:20][C:14]1[CH:13]=[C:12]([CH:17]=[CH:16][C:15]=1[O:18][CH3:19])[CH2:11][CH:10]1[C:23]2[CH:24]=[C:25]([O:26][CH3:27])[C:3]([O:2][CH3:1])=[CH:4][C:5]=2[O:6][CH2:7][CH2:8][NH:9]1. The yield is 0.330. (9) The reactants are [I:1][C:2]1[CH:7]=[CH:6][N:5]=[C:4]([NH2:8])[CH:3]=1.Cl[CH2:10][CH:11]=O. The catalyst is C(O)C. The product is [I:1][C:2]1[CH:7]=[CH:6][N:5]2[CH:10]=[CH:11][N:8]=[C:4]2[CH:3]=1. The yield is 0.320.